From a dataset of Forward reaction prediction with 1.9M reactions from USPTO patents (1976-2016). Predict the product of the given reaction. (1) Given the reactants [NH:1]([C:28]([O:30][CH2:31][C:32]1[CH:37]=[CH:36][CH:35]=[CH:34][CH:33]=1)=[O:29])[C@H:2]([C:10]([NH:12][C@H:13]([C:25]([OH:27])=[O:26])[CH2:14][CH2:15][CH2:16][CH2:17][NH:18][C:19]([O:21][CH2:22][CH:23]=[CH2:24])=[O:20])=[O:11])[CH2:3][C:4]1[CH:9]=[CH:8][CH:7]=[CH:6][CH:5]=1.O.ON1C2C=CC=CC=2N=N1.[NH2:49][C:50]1[CH:57]=[CH:56][C:53]([CH2:54][OH:55])=[CH:52][CH:51]=1.CN1CCOCC1.CCN=C=NCCCN(C)C.C(O)(=O)CC(CC(O)=O)(C(O)=O)O, predict the reaction product. The product is: [NH:1]([C:28]([O:30][CH2:31][C:32]1[CH:33]=[CH:34][CH:35]=[CH:36][CH:37]=1)=[O:29])[C@H:2]([C:10]([NH:12][C@H:13]([C:25]([OH:27])=[O:26])[CH2:14][CH2:15][CH2:16][CH2:17][NH:18][C:19]([O:21][CH2:22][CH:23]=[CH2:24])=[O:20])=[O:11])[CH2:3][C:4]1[CH:9]=[CH:8][CH:7]=[CH:6][CH:5]=1.[NH2:49][C:50]1[CH:57]=[CH:56][C:53]([CH2:54][OH:55])=[CH:52][CH:51]=1. (2) Given the reactants [Cl:1][C:2]1[CH:3]=[C:4]([S:9]([N:12]2[CH:17]=[CH:16][NH:15][C:14](=[O:18])[C@H:13]2[CH2:19][C:20]2[N:21]=[N:22][N:23]([C@@H:25]([C:27]3[CH:34]=[CH:33][C:30]([CH:31]=O)=[CH:29][CH:28]=3)[CH3:26])[CH:24]=2)(=[O:11])=[O:10])[CH:5]=[CH:6][C:7]=1[Cl:8].[NH:35]1[CH2:40][CH2:39][CH2:38][CH2:37][CH2:36]1.[BH-](OC(C)=O)(OC(C)=O)OC(C)=O.[Na+], predict the reaction product. The product is: [Cl:1][C:2]1[CH:3]=[C:4]([S:9]([N:12]2[CH:17]=[CH:16][NH:15][C:14](=[O:18])[C@H:13]2[CH2:19][C:20]2[N:21]=[N:22][N:23]([C@@H:25]([C:27]3[CH:34]=[CH:33][C:30]([CH2:31][N:35]4[CH2:40][CH2:39][CH2:38][CH2:37][CH2:36]4)=[CH:29][CH:28]=3)[CH3:26])[CH:24]=2)(=[O:10])=[O:11])[CH:5]=[CH:6][C:7]=1[Cl:8]. (3) Given the reactants [N:1](C(OCC)=O)=NC(OCC)=O.C([N:20]1[CH2:24][CH2:23][C@H:22]([OH:25])[CH2:21]1)C1C=CC=CC=1.[F:26][C:27]1[CH:32]=[CH:31][C:30](O)=[CH:29][CH:28]=1.C1(P(C2C=CC=CC=2)C2C=CC=CC=2)C=CC=CC=1.C([O-])=O.[NH4+], predict the reaction product. The product is: [NH3:1].[F:26][C:27]1[CH:32]=[CH:31][C:30]([O:25][C@@H:22]2[CH2:23][CH2:24][NH:20][CH2:21]2)=[CH:29][CH:28]=1. (4) Given the reactants [CH3:1][O:2][C:3]1[CH:12]=[CH:11][C:6]([CH2:7][N:8]=[N+:9]=[N-:10])=[CH:5][CH:4]=1.[CH3:13][O:14][C:15](=[O:19])[C:16]#[C:17][CH3:18].[C:20]1(C)C=CC=CC=1, predict the reaction product. The product is: [CH2:13]([O:14][C:15]([C:16]1[N:8]([CH2:7][C:6]2[CH:5]=[CH:4][C:3]([O:2][CH3:1])=[CH:12][CH:11]=2)[N:9]=[N:10][C:17]=1[CH3:18])=[O:19])[CH3:20]. (5) Given the reactants [C:1]([O:5][C:6]([N:8]1[CH2:13][CH2:12][C:11](=[CH:14][CH2:15][OH:16])[C:10]([CH3:18])([CH3:17])[CH2:9]1)=[O:7])([CH3:4])([CH3:3])[CH3:2].C(Cl)(Cl)Cl, predict the reaction product. The product is: [C:1]([O:5][C:6]([N:8]1[CH2:13][CH2:12][C:11](=[CH:14][CH:15]=[O:16])[C:10]([CH3:18])([CH3:17])[CH2:9]1)=[O:7])([CH3:4])([CH3:3])[CH3:2]. (6) The product is: [Cl:1][C:2]1[CH:3]=[CH:4][C:5]2[N:11]3[CH:12]=[CH:13][CH:14]=[C:10]3[C@@H:9]([C:15]([CH3:30])([CH3:31])[C:16]([N:18]3[CH2:23][CH2:22][CH:21]([CH2:24][C:25]([OH:27])=[O:26])[CH2:20][CH2:19]3)=[O:17])[O:8][C@H:7]([C:32]3[CH:37]=[CH:36][CH:35]=[C:34]([O:38][CH3:39])[C:33]=3[O:40][CH3:41])[C:6]=2[CH:42]=1. Given the reactants [Cl:1][C:2]1[CH:3]=[CH:4][C:5]2[N:11]3[CH:12]=[CH:13][CH:14]=[C:10]3[C@@H:9]([C:15]([CH3:31])([CH3:30])[C:16]([N:18]3[CH2:23][CH2:22][CH:21]([CH2:24][C:25]([O:27]CC)=[O:26])[CH2:20][CH2:19]3)=[O:17])[O:8][C@H:7]([C:32]3[CH:37]=[CH:36][CH:35]=[C:34]([O:38][CH3:39])[C:33]=3[O:40][CH3:41])[C:6]=2[CH:42]=1.C(=O)([O-])[O-].[K+].[K+], predict the reaction product.